From a dataset of Catalyst prediction with 721,799 reactions and 888 catalyst types from USPTO. Predict which catalyst facilitates the given reaction. (1) Reactant: [CH:1]([O:4][C:5](=[O:24])[C:6]1[CH:11]=[CH:10][C:9]([C:12]([F:15])([F:14])[F:13])=[CH:8][C:7]=1[B:16]1[O:23]CCNCC[O:17]1)([CH3:3])C.[C:25]1(C)C=CC=CC=1.O.Cl. Product: [CH3:25][CH2:3][CH2:1][O:4][C:5]([C:6]1[CH:11]=[CH:10][C:9]([C:12]([F:13])([F:14])[F:15])=[CH:8][C:7]=1[B:16]([OH:17])[OH:23])=[O:24]. The catalyst class is: 7. (2) Reactant: [Cl:1][C:2]1[CH:7]=[CH:6][C:5]([CH2:8][CH2:9][NH:10][CH2:11][CH2:12][CH2:13][CH2:14][CH2:15][CH2:16][CH3:17])=[CH:4][CH:3]=1.[CH3:18][O:19][C:20]([C:22]1[CH:39]=[CH:38][CH:37]=[CH:36][C:23]=1[CH2:24][O:25][C:26]1[CH:31]=[CH:30][C:29]([CH2:32][C:33]([OH:35])=O)=[CH:28][CH:27]=1)=[O:21].F[B-](F)(F)F.N1(OC(N(C)C)=[N+](C)C)C2C=CC=CC=2N=N1.C(N(C(C)C)C(C)C)C. Product: [Cl:1][C:2]1[CH:3]=[CH:4][C:5]([CH2:8][CH2:9][N:10]([CH2:11][CH2:12][CH2:13][CH2:14][CH2:15][CH2:16][CH3:17])[C:33](=[O:35])[CH2:32][C:29]2[CH:28]=[CH:27][C:26]([O:25][CH2:24][C:23]3[CH:36]=[CH:37][CH:38]=[CH:39][C:22]=3[C:20]([O:19][CH3:18])=[O:21])=[CH:31][CH:30]=2)=[CH:6][CH:7]=1. The catalyst class is: 31. (3) Product: [CH3:34][N:35]1[CH2:36][CH2:37][CH:33]([C:32]([OH:45])=[O:31])[CH2:39][CH2:40]1.[C:6]([C:8]1([NH:14][C:15]([CH:17]([NH:25][C:26]([N:28]2[CH2:33][CH2:32][O:31][CH2:30][CH2:29]2)=[O:27])[CH2:18][CH:19]2[CH2:20][CH2:21][CH2:22][CH2:23][CH2:24]2)=[O:16])[CH2:9][CH2:10][N:11]([C:44]([CH:2]2[CH2:1][CH2:34][N:35]([CH3:40])[CH2:36][CH2:37]2)=[O:45])[CH2:12][CH2:13]1)#[N:7]. Reactant: [CH2:1](Cl)[CH2:2]Cl.Cl.[C:6]([C:8]1([NH:14][C:15]([CH:17]([NH:25][C:26]([N:28]2[CH2:33][CH2:32][O:31][CH2:30][CH2:29]2)=[O:27])[CH2:18][CH:19]2[CH2:24][CH2:23][CH2:22][CH2:21][CH2:20]2)=[O:16])[CH2:13][CH2:12][NH:11][CH2:10][CH2:9]1)#[N:7].[CH3:34][N:35]1[CH2:40][CH2:39]O[CH2:37][CH2:36]1.CN([CH:44]=[O:45])C. The catalyst class is: 389. (4) Reactant: [C:1]([O:5][C:6]([N:8]([C@H:16]1[CH2:24][O:23][CH2:22][C@H:21]([CH2:25][C:26]2[C:35]3[C:30](=[CH:31][CH:32]=[CH:33][CH:34]=3)[CH:29]=[CH:28][CH:27]=2)[C@@H:20]([O:36][CH:37]2[CH2:41][CH2:40][CH:39]=[CH:38]2)[C@H:19]([CH3:42])[O:18][C:17]1=[O:43])[C:9](=[O:15])[O:10][C:11]([CH3:14])([CH3:13])[CH3:12])=[O:7])([CH3:4])([CH3:3])[CH3:2]. Product: [C:11]([O:10][C:9]([N:8]([C@H:16]1[CH2:24][O:23][CH2:22][C@H:21]([CH2:25][C:26]2[C:35]3[C:30](=[CH:31][CH:32]=[CH:33][CH:34]=3)[CH:29]=[CH:28][CH:27]=2)[C@@H:20]([O:36][CH:37]2[CH2:41][CH2:40][CH2:39][CH2:38]2)[C@H:19]([CH3:42])[O:18][C:17]1=[O:43])[C:6](=[O:7])[O:5][C:1]([CH3:3])([CH3:4])[CH3:2])=[O:15])([CH3:12])([CH3:13])[CH3:14]. The catalyst class is: 99. (5) Reactant: Cl.Cl[C:3]1[N:8]=[C:7]([NH:9][CH:10]2[CH2:15][C:14]([CH3:17])([CH3:16])[NH:13][C:12]([CH3:19])([CH3:18])[CH2:11]2)[C:6]([F:20])=[CH:5][N:4]=1.[CH:21]1([C:24]2[C:29]([N:30]3[C:34]([CH:35]4[CH2:37][CH2:36]4)=[N:33][N:32]=[N:31]3)=[CH:28][C:27]([NH2:38])=[C:26]([F:39])[CH:25]=2)[CH2:23][CH2:22]1. Product: [CH:21]1([C:24]2[C:29]([N:30]3[C:34]([CH:35]4[CH2:37][CH2:36]4)=[N:33][N:32]=[N:31]3)=[CH:28][C:27]([NH:38][C:3]3[N:8]=[C:7]([NH:9][CH:10]4[CH2:15][C:14]([CH3:17])([CH3:16])[NH:13][C:12]([CH3:19])([CH3:18])[CH2:11]4)[C:6]([F:20])=[CH:5][N:4]=3)=[C:26]([F:39])[CH:25]=2)[CH2:23][CH2:22]1. The catalyst class is: 41. (6) Reactant: [CH2:1]([N:8]1[C:12](=[O:13])[CH2:11][CH:10]([NH:14]C(=O)OC(C)(C)C)[CH2:9]1)[C:2]1[CH:7]=[CH:6][CH:5]=[CH:4][CH:3]=1.[ClH:22].O1CCOCC1.C(OCC)C. Product: [ClH:22].[NH2:14][CH:10]1[CH2:9][N:8]([CH2:1][C:2]2[CH:3]=[CH:4][CH:5]=[CH:6][CH:7]=2)[C:12](=[O:13])[CH2:11]1. The catalyst class is: 7. (7) The catalyst class is: 3. Product: [C:1]([O:5][C:6]([N:8]1[CH:13]2[CH2:14][CH2:15][CH:9]1[CH2:10][C:11](=[C:20]([C:21]#[N:22])[C:19]([O:18][CH3:17])=[O:23])[CH2:12]2)=[O:7])([CH3:4])([CH3:3])[CH3:2]. Reactant: [C:1]([O:5][C:6]([N:8]1[CH:13]2[CH2:14][CH2:15][CH:9]1[CH2:10][C:11](=O)[CH2:12]2)=[O:7])([CH3:4])([CH3:3])[CH3:2].[CH3:17][O:18][C:19](=[O:23])[CH2:20][C:21]#[N:22].N1CCCCC1.NCCC(O)=O.